This data is from NCI-60 drug combinations with 297,098 pairs across 59 cell lines. The task is: Regression. Given two drug SMILES strings and cell line genomic features, predict the synergy score measuring deviation from expected non-interaction effect. (1) Drug 1: CCC1(CC2CC(C3=C(CCN(C2)C1)C4=CC=CC=C4N3)(C5=C(C=C6C(=C5)C78CCN9C7C(C=CC9)(C(C(C8N6C=O)(C(=O)OC)O)OC(=O)C)CC)OC)C(=O)OC)O.OS(=O)(=O)O. Drug 2: CC1CCCC2(C(O2)CC(NC(=O)CC(C(C(=O)C(C1O)C)(C)C)O)C(=CC3=CSC(=N3)C)C)C. Cell line: MOLT-4. Synergy scores: CSS=68.8, Synergy_ZIP=1.45, Synergy_Bliss=1.06, Synergy_Loewe=-1.83, Synergy_HSA=0.0364. (2) Drug 1: C1CC(C1)(C(=O)O)C(=O)O.[NH2-].[NH2-].[Pt+2]. Drug 2: COCCOC1=C(C=C2C(=C1)C(=NC=N2)NC3=CC=CC(=C3)C#C)OCCOC.Cl. Cell line: SNB-75. Synergy scores: CSS=1.31, Synergy_ZIP=-1.53, Synergy_Bliss=-2.17, Synergy_Loewe=-2.40, Synergy_HSA=-2.62. (3) Drug 1: C1=C(C(=O)NC(=O)N1)N(CCCl)CCCl. Drug 2: CC1=C(C=C(C=C1)NC(=O)C2=CC=C(C=C2)CN3CCN(CC3)C)NC4=NC=CC(=N4)C5=CN=CC=C5. Cell line: DU-145. Synergy scores: CSS=32.7, Synergy_ZIP=6.99, Synergy_Bliss=7.25, Synergy_Loewe=-1.76, Synergy_HSA=3.03. (4) Drug 1: C1CC(=O)NC(=O)C1N2C(=O)C3=CC=CC=C3C2=O. Drug 2: CCC1(C2=C(COC1=O)C(=O)N3CC4=CC5=C(C=CC(=C5CN(C)C)O)N=C4C3=C2)O.Cl. Cell line: TK-10. Synergy scores: CSS=-15.3, Synergy_ZIP=6.15, Synergy_Bliss=2.12, Synergy_Loewe=-22.7, Synergy_HSA=-15.9.